Dataset: Catalyst prediction with 721,799 reactions and 888 catalyst types from USPTO. Task: Predict which catalyst facilitates the given reaction. Reactant: [OH:1][C@H:2]1[CH2:7][CH2:6][CH2:5][CH2:4][C@@H:3]1[NH:8][C:9]([C:11]1[C:15]2=[N:16][CH:17]=[CH:18][C:19]([CH3:20])=[C:14]2[NH:13][CH:12]=1)=[O:10].Cl[CH2:22][C:23]1[CH:24]=[CH:25][C:26]([O:29][CH3:30])=[N:27][CH:28]=1.C(=O)([O-])[O-].[Cs+].[Cs+].O. Product: [OH:1][C@H:2]1[CH2:7][CH2:6][CH2:5][CH2:4][C@@H:3]1[NH:8][C:9]([C:11]1[C:15]2=[N:16][CH:17]=[CH:18][C:19]([CH3:20])=[C:14]2[N:13]([CH2:22][C:23]2[CH:28]=[N:27][C:26]([O:29][CH3:30])=[CH:25][CH:24]=2)[CH:12]=1)=[O:10]. The catalyst class is: 3.